From a dataset of Full USPTO retrosynthesis dataset with 1.9M reactions from patents (1976-2016). Predict the reactants needed to synthesize the given product. (1) The reactants are: [C:1]([C:3]1[CH:4]=[C:5]2[C:9](=[CH:10][CH:11]=1)[NH:8][N:7]=[CH:6]2)#[CH:2].[C:12](O[C:12]([O:14][C:15]([CH3:18])([CH3:17])[CH3:16])=[O:13])([O:14][C:15]([CH3:18])([CH3:17])[CH3:16])=[O:13].CN(C1C=CC=CN=1)C.O. Given the product [C:1]([C:3]1[CH:4]=[C:5]2[C:9](=[CH:10][CH:11]=1)[N:8]([C:12]([O:14][C:15]([CH3:18])([CH3:17])[CH3:16])=[O:13])[N:7]=[CH:6]2)#[CH:2], predict the reactants needed to synthesize it. (2) The reactants are: [Br:1][C:2]1[CH:3]=[C:4]2[C:10](I)=[N:9][N:8]([CH2:12][O:13][C:14](=[O:19])[C:15]([CH3:18])([CH3:17])[CH3:16])[C:5]2=N[CH:7]=1.[CH3:20][O:21][C:22]1[CH:27]=[CH:26][CH:25]=[CH:24][C:23]=1B(O)O.[CH2:31]1COCC1.C(#N)C. Given the product [Br:1][C:2]1[CH:3]=[C:4]2[C:5](=[CH:31][CH:7]=1)[N:8]([CH2:12][O:13][C:14](=[O:19])[C:15]([CH3:18])([CH3:17])[CH3:16])[N:9]=[C:10]2[C:23]1[CH:24]=[CH:25][CH:26]=[CH:27][C:22]=1[O:21][CH3:20], predict the reactants needed to synthesize it. (3) Given the product [OH:1][CH:2]1[CH2:3][CH2:4][N:5]([CH2:8][C:9]([NH:12][C@@H:13]([CH3:37])[C:14]([NH:16][C@@H:17]([CH2:28][C:29]2[CH:30]=[CH:31][C:32]([O:35][CH3:36])=[CH:33][CH:34]=2)[C:18]([O:20][CH2:21][C:22]2[CH:27]=[CH:26][CH:25]=[CH:24][CH:23]=2)=[O:19])=[O:15])=[O:11])[CH2:6][CH2:7]1, predict the reactants needed to synthesize it. The reactants are: [OH:1][CH:2]1[CH2:7][CH2:6][N:5]([CH2:8][C:9]([OH:11])=O)[CH2:4][CH2:3]1.[NH2:12][C@@H:13]([CH3:37])[C:14]([NH:16][C@@H:17]([CH2:28][C:29]1[CH:34]=[CH:33][C:32]([O:35][CH3:36])=[CH:31][CH:30]=1)[C:18]([O:20][CH2:21][C:22]1[CH:27]=[CH:26][CH:25]=[CH:24][CH:23]=1)=[O:19])=[O:15].CN(C(ON1N=NC2C=CC=NC1=2)=[N+](C)C)C.F[P-](F)(F)(F)(F)F.CN1CCOCC1. (4) Given the product [Br:1][C:2]1[CH:3]=[C:4]2[C:9](=[CH:10][CH:11]=1)[O:8][CH2:7][C:6](=[O:23])[CH2:5]2, predict the reactants needed to synthesize it. The reactants are: [Br:1][C:2]1[CH:3]=[C:4]2[C:9](=[CH:10][CH:11]=1)[O:8][CH2:7][CH2:6][C:5]2=O.[BH4-].[Na+].CC1C=CC(S(O)(=O)=[O:23])=CC=1.BrC1C=C2C(=CC=1)OCC=C2.C[N+]1([O-])CCOCC1. (5) Given the product [Cl:1][C:2]1[CH:3]=[CH:4][C:5]([CH2:6][N:7]2[C:12]([NH:13][C:14]3[CH:19]=[CH:18][C:17]([O:20][CH:21]([CH3:23])[CH3:22])=[C:16]([F:24])[CH:15]=3)=[N:11][C:10](=[O:25])[N:9]([CH2:26][C:27]([OH:29])=[O:28])[C:8]2=[O:31])=[CH:32][CH:33]=1, predict the reactants needed to synthesize it. The reactants are: [Cl:1][C:2]1[CH:33]=[CH:32][C:5]([CH2:6][N:7]2[C:12]([NH:13][C:14]3[CH:19]=[CH:18][C:17]([O:20][CH:21]([CH3:23])[CH3:22])=[C:16]([F:24])[CH:15]=3)=[N:11][C:10](=[O:25])[N:9]([CH2:26][C:27]([O:29]C)=[O:28])[C:8]2=[O:31])=[CH:4][CH:3]=1.CO.[OH-].[Li+].Cl. (6) Given the product [Cl:18][C:19]1[C:28]([C:29]([F:32])([F:31])[F:30])=[CH:27][CH:26]=[CH:25][C:20]=1[C:21]1[N:3]2[C@@H:2]([CH3:1])[CH2:7][N:6]3[C:8]([C:11]4[CH:16]=[N:15][CH:14]=[CH:13][N:12]=4)=[N:9][N:10]=[C:5]3[C:4]2=[N:24][N:23]=1, predict the reactants needed to synthesize it. The reactants are: [CH3:1][C@H:2]1[CH2:7][N:6]2[C:8]([C:11]3[CH:16]=[N:15][CH:14]=[CH:13][N:12]=3)=[N:9][N:10]=[C:5]2[C:4](=S)[NH:3]1.[Cl:18][C:19]1[C:28]([C:29]([F:32])([F:31])[F:30])=[CH:27][CH:26]=[CH:25][C:20]=1[C:21]([NH:23][NH2:24])=O.C1(C)C=CC(S(O)(=O)=O)=CC=1. (7) Given the product [N:13]1([CH2:12][C:9]2[N:10]=[CH:11][C:6]([C:35]3[C:36]4[C:41](=[CH:40][CH:39]=[CH:38][CH:37]=4)[C:32]([C:30](=[O:31])[C:29]([OH:43])=[O:28])=[CH:33][CH:34]=3)=[CH:7][CH:8]=2)[CH2:14][CH2:15][O:16][CH2:17][CH2:18]1, predict the reactants needed to synthesize it. The reactants are: C([Sn](CCCC)(CCCC)[C:6]1[CH:7]=[CH:8][C:9]([CH2:12][N:13]2[CH2:18][CH2:17][O:16][CH2:15][CH2:14]2)=[N:10][CH:11]=1)CCC.C[O:28][C:29](=[O:43])[C:30]([C:32]1[C:41]2[C:36](=[CH:37][CH:38]=[CH:39][CH:40]=2)[C:35](Br)=[CH:34][CH:33]=1)=[O:31].[F-].[K+]. (8) The reactants are: [CH2:1]1[C:6]2([O:16][O:15][C:9]3([CH2:14][CH2:13][CH2:12][CH2:11][CH2:10]3)[O:8][O:7]2)[CH2:5][CH2:4][C:3](=O)[CH2:2]1.[NH:18]1[CH2:23][CH2:22][O:21][CH2:20][CH2:19]1.C(O[BH-](OC(=O)C)OC(=O)C)(=O)C.[Na+]. Given the product [CH2:1]1[C:6]2([O:16][O:15][C:9]3([CH2:14][CH2:13][CH2:12][CH2:11][CH2:10]3)[O:8][O:7]2)[CH2:5][CH2:4][CH:3]([N:18]2[CH2:23][CH2:22][O:21][CH2:20][CH2:19]2)[CH2:2]1, predict the reactants needed to synthesize it.